Predict the product of the given reaction. From a dataset of Forward reaction prediction with 1.9M reactions from USPTO patents (1976-2016). (1) Given the reactants [F:1][C:2]1[CH:7]=[C:6]([N+:8]([O-:10])=[O:9])[CH:5]=[CH:4][C:3]=1[N:11]([CH3:25])[CH:12]1[CH2:17][CH2:16][N:15](C(OC(C)(C)C)=O)[CH2:14][CH2:13]1.FC(F)(F)C(O)=O, predict the reaction product. The product is: [F:1][C:2]1[CH:7]=[C:6]([N+:8]([O-:10])=[O:9])[CH:5]=[CH:4][C:3]=1[N:11]([CH3:25])[CH:12]1[CH2:17][CH2:16][NH:15][CH2:14][CH2:13]1. (2) Given the reactants CCN(C(C)C)C(C)C.Br[CH2:11][C:12]([C:14]1[C:19]([CH3:20])=[N:18][CH:17]=[CH:16][N:15]=1)=O.[NH2:21][C:22]([NH:24][C@H:25]1[CH2:30][CH2:29][C@H:28]([CH2:31][NH:32][C:33]([O:35][C:36]([CH3:39])([CH3:38])[CH3:37])=[O:34])[CH2:27][CH2:26]1)=[S:23], predict the reaction product. The product is: [C:36]([O:35][C:33]([NH:32][CH2:31][C@H:28]1[CH2:27][CH2:26][C@H:25]([NH:24][C:22]2[S:23][CH:11]=[C:12]([C:14]3[C:19]([CH3:20])=[N:18][CH:17]=[CH:16][N:15]=3)[N:21]=2)[CH2:30][CH2:29]1)=[O:34])([CH3:39])([CH3:37])[CH3:38].